From a dataset of Cav3 T-type calcium channel HTS with 100,875 compounds. Binary Classification. Given a drug SMILES string, predict its activity (active/inactive) in a high-throughput screening assay against a specified biological target. (1) The compound is S(=O)(=O)(Nc1cccnc1)c1ccc(OCC)cc1. The result is 0 (inactive). (2) The molecule is O(c1c2CC(NC(=O)c2c(OC)cc1)(C)C)C. The result is 0 (inactive).